From a dataset of Forward reaction prediction with 1.9M reactions from USPTO patents (1976-2016). Predict the product of the given reaction. The product is: [C:1]([O:5][C:6]([N:8]1[CH2:9][CH2:10][CH:11]([O:14][C:15]2[CH:20]=[CH:19][C:18]([C:21]#[N:22])=[C:17](/[CH:23]=[CH:29]/[N:27]3[CH2:26][CH2:34][CH2:33][CH2:28]3)[CH:16]=2)[CH2:12][CH2:13]1)=[O:7])([CH3:4])([CH3:3])[CH3:2]. Given the reactants [C:1]([O:5][C:6]([N:8]1[CH2:13][CH2:12][CH:11]([O:14][C:15]2[CH:20]=[CH:19][C:18]([C:21]#[N:22])=[C:17]([CH3:23])[CH:16]=2)[CH2:10][CH2:9]1)=[O:7])([CH3:4])([CH3:3])[CH3:2].CO[CH:26](OC)[N:27]([CH3:29])[CH3:28].N1CC[CH2:34][CH2:33]1, predict the reaction product.